Dataset: NCI-60 drug combinations with 297,098 pairs across 59 cell lines. Task: Regression. Given two drug SMILES strings and cell line genomic features, predict the synergy score measuring deviation from expected non-interaction effect. (1) Drug 1: CC1=C2C(C(=O)C3(C(CC4C(C3C(C(C2(C)C)(CC1OC(=O)C(C(C5=CC=CC=C5)NC(=O)C6=CC=CC=C6)O)O)OC(=O)C7=CC=CC=C7)(CO4)OC(=O)C)O)C)OC(=O)C. Drug 2: CN(CC1=CN=C2C(=N1)C(=NC(=N2)N)N)C3=CC=C(C=C3)C(=O)NC(CCC(=O)O)C(=O)O. Cell line: SNB-19. Synergy scores: CSS=48.8, Synergy_ZIP=0.512, Synergy_Bliss=0.172, Synergy_Loewe=-21.8, Synergy_HSA=-1.32. (2) Cell line: SN12C. Drug 2: C1CN(CCN1C(=O)CCBr)C(=O)CCBr. Synergy scores: CSS=38.2, Synergy_ZIP=-5.73, Synergy_Bliss=-1.47, Synergy_Loewe=2.44, Synergy_HSA=3.95. Drug 1: CC1=C(C(=CC=C1)Cl)NC(=O)C2=CN=C(S2)NC3=CC(=NC(=N3)C)N4CCN(CC4)CCO. (3) Synergy scores: CSS=7.86, Synergy_ZIP=-8.10, Synergy_Bliss=-9.48, Synergy_Loewe=-39.4, Synergy_HSA=-11.0. Drug 2: CC1=C2C(C(=O)C3(C(CC4C(C3C(C(C2(C)C)(CC1OC(=O)C(C(C5=CC=CC=C5)NC(=O)C6=CC=CC=C6)O)O)OC(=O)C7=CC=CC=C7)(CO4)OC(=O)C)O)C)OC(=O)C. Drug 1: COC1=NC(=NC2=C1N=CN2C3C(C(C(O3)CO)O)O)N. Cell line: RPMI-8226. (4) Drug 1: C1=CC=C(C=C1)NC(=O)CCCCCCC(=O)NO. Drug 2: CC1=C(N=C(N=C1N)C(CC(=O)N)NCC(C(=O)N)N)C(=O)NC(C(C2=CN=CN2)OC3C(C(C(C(O3)CO)O)O)OC4C(C(C(C(O4)CO)O)OC(=O)N)O)C(=O)NC(C)C(C(C)C(=O)NC(C(C)O)C(=O)NCCC5=NC(=CS5)C6=NC(=CS6)C(=O)NCCC[S+](C)C)O. Cell line: TK-10. Synergy scores: CSS=18.6, Synergy_ZIP=-5.34, Synergy_Bliss=2.46, Synergy_Loewe=1.03, Synergy_HSA=4.56.